From a dataset of Forward reaction prediction with 1.9M reactions from USPTO patents (1976-2016). Predict the product of the given reaction. (1) Given the reactants [Br:1][C:2]1[CH:3]=[N:4][CH:5]=[CH:6][C:7]=1[C:8](O)([CH3:10])[CH3:9].S(Cl)(Cl)=O, predict the reaction product. The product is: [Br:1][C:2]1[CH:3]=[N:4][CH:5]=[CH:6][C:7]=1[C:8]([CH3:10])=[CH2:9]. (2) Given the reactants [N:1]1([C:9]([O:11][C:12]([CH3:15])([CH3:14])[CH3:13])=[O:10])[CH2:5][CH2:4][C@H:3]2[CH2:6][NH:7][CH2:8][C@@H:2]12.Br[C:17]1[CH:18]=[N:19][CH:20]=[CH:21][CH:22]=1.CC(C)([O-])C.[Na+].C(OCC)C, predict the reaction product. The product is: [N:19]1[CH:20]=[CH:21][CH:22]=[C:17]([N:7]2[CH2:6][C@H:3]3[C@H:2]([N:1]([C:9]([O:11][C:12]([CH3:15])([CH3:14])[CH3:13])=[O:10])[CH2:5][CH2:4]3)[CH2:8]2)[CH:18]=1. (3) Given the reactants [NH:1]1[CH:5]=[CH:4][N:3]=[CH:2]1.[CH3:6][N:7]([CH3:12])[S:8](Cl)(=[O:10])=[O:9].C(N(CC)CC)C.O, predict the reaction product. The product is: [CH3:6][N:7]([CH3:12])[S:8]([N:1]1[CH:5]=[CH:4][N:3]=[CH:2]1)(=[O:10])=[O:9]. (4) The product is: [Br:6][C:7]1[CH:8]=[CH:9][C:10]([N:15]2[CH2:20][CH2:19][CH2:18][CH2:17][CH:16]2[CH3:21])=[C:11]([CH2:13][O:14][CH3:22])[CH:12]=1. Given the reactants CS(Cl)(=O)=O.[Br:6][C:7]1[CH:8]=[CH:9][C:10]([N:15]2[CH2:20][CH2:19][CH2:18][CH2:17][CH:16]2[CH3:21])=[C:11]([CH2:13][OH:14])[CH:12]=1.[CH3:22]CN(C(C)C)C(C)C.CCOCC, predict the reaction product. (5) The product is: [OH:23][C:20]1([C:2]2[S:1][C:5]([I:32])=[CH:4][N:3]=2)[CH2:21][CH2:22][N:18]([C:11]([O:13][C:14]([CH3:17])([CH3:16])[CH3:15])=[O:12])[CH2:19]1. Given the reactants [S:1]1[CH:5]=[CH:4][N:3]=[CH:2]1.C([Li])CCC.[C:11]([N:18]1[CH2:22][CH2:21][C:20](=[O:23])[CH2:19]1)([O:13][C:14]([CH3:17])([CH3:16])[CH3:15])=[O:12].C([N-]C(C)C)(C)C.[Li+].[I:32]I, predict the reaction product. (6) Given the reactants [SH:1][CH:2](O)[CH:3]([Cl:5])[CH3:4].[C:7](=[O:10])([O-])O.[Na+].II.[OH2:14], predict the reaction product. The product is: [OH:14][CH2:4][CH:3]([Cl:5])[CH2:2][S:1][S:1][CH2:2][CH:3]([Cl:5])[CH2:7][OH:10]. (7) Given the reactants [CH2:1]([C:12]1[CH:20]=[CH:19][C:15]([N:16]([CH3:18])[CH3:17])=[CH:14][C:13]=1Br)[C:2]1[CH:10]=[CH:9][C:5]([N:6]([CH3:8])[CH3:7])=[CH:4][C:3]=1Br.[Li]C(CC)C.[Si:27]([CH3:31])([CH3:30])(Cl)Cl.C1(Cl)C(=O)C(Cl)=C(Cl)C(=[O:35])C=1Cl.C(=O)(O)[O-].C([NH+](CC)CC)C, predict the reaction product. The product is: [CH3:7][N:6]([CH3:8])[C:5]1[CH:9]=[CH:10][C:2]2[C:1](=[O:35])[C:12]3[C:13]([Si:27]([CH3:31])([CH3:30])[C:3]=2[CH:4]=1)=[CH:14][C:15]([N:16]([CH3:18])[CH3:17])=[CH:19][CH:20]=3. (8) Given the reactants [NH2:1][CH2:2][C@@H:3]1[CH2:7][CH2:6][N:5]([C:8]2[C:17]3[C:12](=[CH:13][C:14]([CH3:18])=[CH:15][CH:16]=3)[N:11]=[C:10]([C:19]3[CH:24]=[CH:23][CH:22]=[CH:21][C:20]=3[OH:25])[N:9]=2)[CH2:4]1.C1COCC1.C(N(CC)CC)C.Cl[C:39]([O:41][CH2:42][CH:43]([CH3:45])[CH3:44])=[O:40], predict the reaction product. The product is: [OH:25][C:20]1[CH:21]=[CH:22][CH:23]=[CH:24][C:19]=1[C:10]1[N:9]=[C:8]([N:5]2[CH2:6][CH2:7][C@@H:3]([CH2:2][NH:1][C:39](=[O:40])[O:41][CH2:42][CH:43]([CH3:45])[CH3:44])[CH2:4]2)[C:17]2[C:12](=[CH:13][C:14]([CH3:18])=[CH:15][CH:16]=2)[N:11]=1.